This data is from Forward reaction prediction with 1.9M reactions from USPTO patents (1976-2016). The task is: Predict the product of the given reaction. (1) Given the reactants [OH:1][C:2]1[CH:3]=[C:4]([CH:16]=[CH:17][CH:18]=1)[CH2:5][CH2:6][N:7]([CH3:15])C(=O)OC(C)(C)C.Br[CH2:20][C:21]([O:23][CH3:24])=[O:22], predict the reaction product. The product is: [CH3:15][NH:7][CH2:6][CH2:5][C:4]1[CH:3]=[C:2]([CH:18]=[CH:17][CH:16]=1)[O:1][CH2:20][C:21]([O:23][CH3:24])=[O:22]. (2) Given the reactants [NH2:1][C:2]1[CH:18]=[C:17]([C:19]#[N:20])[CH:16]=[CH:15][C:3]=1[CH2:4][NH:5][C:6](=[O:14])[C:7]1[CH:12]=[CH:11][CH:10]=[C:9]([Cl:13])[CH:8]=1.Br[CH2:22][C:23]1[CH:24]=[C:25]([CH:30]=[CH:31][CH:32]=1)[C:26]([O:28]C)=[O:27], predict the reaction product. The product is: [Cl:13][C:9]1[CH:8]=[C:7]([CH:12]=[CH:11][CH:10]=1)[C:6]([NH:5][CH2:4][C:3]1[CH:15]=[CH:16][C:17]([C:19]#[N:20])=[CH:18][C:2]=1[NH:1][CH2:22][C:23]1[CH:24]=[C:25]([CH:30]=[CH:31][CH:32]=1)[C:26]([OH:28])=[O:27])=[O:14]. (3) Given the reactants Br[C:2]1[CH:20]=[CH:19][C:5]([O:6][CH2:7][CH2:8][O:9][C:10]2[C:15]([Cl:16])=[CH:14][C:13]([CH3:17])=[CH:12][C:11]=2[Cl:18])=[CH:4][CH:3]=1.[Li]CCCC.CN1C(=O)N(C)CCC1.[C:35]([O:39][C:40]([N:42]1[CH2:47][CH2:46][C:45](=[O:48])[CH:44]([C:49](=[O:66])[N:50]([CH2:54][C:55]2[CH:60]=[C:59]([CH2:61][CH2:62][O:63][CH3:64])[CH:58]=[CH:57][C:56]=2[Cl:65])[CH:51]2[CH2:53][CH2:52]2)[CH2:43]1)=[O:41])([CH3:38])([CH3:37])[CH3:36].[NH4+].[Cl-], predict the reaction product. The product is: [C:35]([O:39][C:40]([N:42]1[CH2:47][CH2:46][C@:45]([C:2]2[CH:20]=[CH:19][C:5]([O:6][CH2:7][CH2:8][O:9][C:10]3[C:15]([Cl:16])=[CH:14][C:13]([CH3:17])=[CH:12][C:11]=3[Cl:18])=[CH:4][CH:3]=2)([OH:48])[C@H:44]([C:49](=[O:66])[N:50]([CH2:54][C:55]2[CH:60]=[C:59]([CH2:61][CH2:62][O:63][CH3:64])[CH:58]=[CH:57][C:56]=2[Cl:65])[CH:51]2[CH2:52][CH2:53]2)[CH2:43]1)=[O:41])([CH3:38])([CH3:36])[CH3:37]. (4) Given the reactants [Cl:1][C:2]1[CH:7]=[CH:6][C:5]([C:8]2[N:12]=[C:11]([N:13]3[CH2:18][CH2:17][NH:16][CH2:15][CH2:14]3)[S:10][N:9]=2)=[CH:4][CH:3]=1.[CH3:19][O:20][C:21]1[CH:26]=[CH:25][C:24]([CH2:27][C:28]([C:30]2C=CC=CC=2)=O)=[CH:23][CH:22]=1.[BH4-].[Na+].[OH-].[Na+], predict the reaction product. The product is: [Cl:1][C:2]1[CH:7]=[CH:6][C:5]([C:8]2[N:12]=[C:11]([N:13]3[CH2:18][CH2:17][N:16]([CH:28]([CH3:30])[CH2:27][C:24]4[CH:25]=[CH:26][C:21]([O:20][CH3:19])=[CH:22][CH:23]=4)[CH2:15][CH2:14]3)[S:10][N:9]=2)=[CH:4][CH:3]=1. (5) The product is: [F:32][C:30]1[CH:29]=[CH:28][C:27]([F:33])=[C:26]2[C:31]=1[C:22]([NH:21][CH2:20][CH2:19][C:4]1[CH:5]=[CH:6][C:7]([O:8][C:9]3[CH:14]=[C:13]([C:15]([F:18])([F:17])[F:16])[CH:12]=[CH:11][N:10]=3)=[C:2]([CH:34]=[CH2:35])[CH:3]=1)=[N:23][CH:24]=[N:25]2. Given the reactants Br[C:2]1[CH:3]=[C:4]([CH2:19][CH2:20][NH:21][C:22]2[C:31]3[C:26](=[C:27]([F:33])[CH:28]=[CH:29][C:30]=3[F:32])[N:25]=[CH:24][N:23]=2)[CH:5]=[CH:6][C:7]=1[O:8][C:9]1[CH:14]=[C:13]([C:15]([F:18])([F:17])[F:16])[CH:12]=[CH:11][N:10]=1.[CH:34]([Sn](CCCC)(CCCC)CCCC)=[CH2:35].C1(P(C2C=CC=CC=2)CCCCP(C2C=CC=CC=2)C2C=CC=CC=2)C=CC=CC=1.C(C1C=C(C)C=C(C(C)(C)C)C=1O)(C)(C)C, predict the reaction product. (6) Given the reactants [CH3:1][O:2][C:3]([C:5]1[C:6]([OH:23])=[C:7]2[C:12](=[CH:13][N:14]=1)[N:11]([CH2:15][C:16]1[CH:21]=[CH:20][CH:19]=[CH:18][CH:17]=1)[C:10](=[O:22])[CH2:9][CH2:8]2)=[O:4].[Br:24]N1C(=O)CCC1=O, predict the reaction product. The product is: [CH3:1][O:2][C:3]([C:5]1[C:6]([OH:23])=[C:7]2[C:12](=[C:13]([Br:24])[N:14]=1)[N:11]([CH2:15][C:16]1[CH:21]=[CH:20][CH:19]=[CH:18][CH:17]=1)[C:10](=[O:22])[CH2:9][CH2:8]2)=[O:4].